From a dataset of Full USPTO retrosynthesis dataset with 1.9M reactions from patents (1976-2016). Predict the reactants needed to synthesize the given product. Given the product [CH3:28][S:29]([O-:32])(=[O:31])=[O:30].[C:1]12([C:11]3[CH:27]=[CH:26][C:14]([O:15][CH2:16][C:17]([N:19]4[CH2:24][CH2:23][NH+:22]([CH3:25])[CH2:21][CH2:20]4)=[O:18])=[CH:13][CH:12]=3)[CH2:10][CH:5]3[CH2:6][CH:7]([CH2:9][CH:3]([CH2:4]3)[CH2:2]1)[CH2:8]2, predict the reactants needed to synthesize it. The reactants are: [C:1]12([C:11]3[CH:27]=[CH:26][C:14]([O:15][CH2:16][C:17]([N:19]4[CH2:24][CH2:23][N:22]([CH3:25])[CH2:21][CH2:20]4)=[O:18])=[CH:13][CH:12]=3)[CH2:10][CH:5]3[CH2:6][CH:7]([CH2:9][CH:3]([CH2:4]3)[CH2:2]1)[CH2:8]2.[CH3:28][S:29]([OH:32])(=[O:31])=[O:30].